From a dataset of Forward reaction prediction with 1.9M reactions from USPTO patents (1976-2016). Predict the product of the given reaction. Given the reactants [O:1]=[C:2]1[CH2:5][C:4]2([CH2:8][CH2:7][CH2:6]2)[N:3]1[C:9]([O:11][C:12]([CH3:15])([CH3:14])[CH3:13])=[O:10].[OH-].[Li+].CC[O:20]CC.O, predict the reaction product. The product is: [C:12]([O:11][C:9]([NH:3][C:4]1([CH2:5][C:2]([OH:20])=[O:1])[CH2:8][CH2:7][CH2:6]1)=[O:10])([CH3:15])([CH3:14])[CH3:13].